From a dataset of Catalyst prediction with 721,799 reactions and 888 catalyst types from USPTO. Predict which catalyst facilitates the given reaction. Reactant: [CH3:1][O:2][C:3]1[CH:8]=[C:7]([CH3:9])[C:6]([S:10]([NH:13][C@H:14]([CH2:18][OH:19])[C:15]([OH:17])=[O:16])(=[O:12])=[O:11])=[C:5]([CH3:20])[C:4]=1[CH3:21].C(=O)([O-])[O-].[K+].[K+].[CH2:28]1[O:38][C:37]2[CH:36]=[CH:35][C:32]([CH2:33]Cl)=[CH:31][C:30]=2[O:29]1.[I-].[Li+]. Product: [CH2:28]1[O:38][C:37]2[CH:36]=[CH:35][C:32]([CH2:33][O:16][C:15](=[O:17])[C@H:14]([NH:13][S:10]([C:6]3[C:7]([CH3:9])=[CH:8][C:3]([O:2][CH3:1])=[C:4]([CH3:21])[C:5]=3[CH3:20])(=[O:11])=[O:12])[CH2:18][OH:19])=[CH:31][C:30]=2[O:29]1. The catalyst class is: 454.